This data is from Reaction yield outcomes from USPTO patents with 853,638 reactions. The task is: Predict the reaction yield, written as a fraction of the theoretical maximum amount of product (1.0 means a 100% yield; for example, 0.34 means a 34% yield). The reactants are [Cl:1][C:2]1[C:7]([CH2:8][N:9]([CH2:20][C:21]2[CH:22]=[C:23]([CH:35]=[CH:36][CH:37]=2)[CH2:24][N:25]2[CH:29]([C:30](O)=[O:31])[CH2:28][CH2:27][S:26]2(=[O:34])=[O:33])[C@H:10]([CH2:16][N:17]([CH3:19])[CH3:18])[CH2:11][C:12]([CH3:15])([CH3:14])[CH3:13])=[C:6]([F:38])[C:5]([O:39][CH3:40])=[CH:4][CH:3]=1.[CH3:41][C@@H:42]1[C@@H:47]([NH2:48])[CH2:46][C@H:45]2[CH2:49][C@@H:43]1[C:44]2([CH3:51])[CH3:50]. No catalyst specified. The product is [CH3:41][C@@H:42]1[C@@H:47]([NH:48][C:30]([CH:29]2[CH2:28][CH2:27][S:26](=[O:33])(=[O:34])[N:25]2[CH2:24][C:23]2[CH:35]=[CH:36][CH:37]=[C:21]([CH2:20][N:9]([CH2:8][C:7]3[C:2]([Cl:1])=[CH:3][CH:4]=[C:5]([O:39][CH3:40])[C:6]=3[F:38])[C@H:10]([CH2:16][N:17]([CH3:18])[CH3:19])[CH2:11][C:12]([CH3:15])([CH3:14])[CH3:13])[CH:22]=2)=[O:31])[CH2:46][C@H:45]2[CH2:49][C@@H:43]1[C:44]2([CH3:50])[CH3:51]. The yield is 0.720.